This data is from Reaction yield outcomes from USPTO patents with 853,638 reactions. The task is: Predict the reaction yield, written as a fraction of the theoretical maximum amount of product (1.0 means a 100% yield; for example, 0.34 means a 34% yield). The reactants are [CH3:1][O:2][C:3]1[CH:12]=[CH:11][C:6]2[C:7](=[O:10])[CH2:8][O:9][C:5]=2[CH:4]=1.C(N(C(C)C)CC)(C)C.[F:22][C:23]([F:36])([F:35])[S:24](O[S:24]([C:23]([F:36])([F:35])[F:22])(=[O:26])=[O:25])(=[O:26])=[O:25]. The catalyst is C(Cl)Cl. The product is [CH3:1][O:2][C:3]1[CH:12]=[CH:11][C:6]2[C:7]([O:10][S:24]([C:23]([F:36])([F:35])[F:22])(=[O:26])=[O:25])=[CH:8][O:9][C:5]=2[CH:4]=1. The yield is 0.980.